This data is from Cav3 T-type calcium channel HTS with 100,875 compounds. The task is: Binary Classification. Given a drug SMILES string, predict its activity (active/inactive) in a high-throughput screening assay against a specified biological target. (1) The drug is O=C(N(C1CCCC1)C1CCN(CC1)C(=O)C)Nc1c(OC)cccc1. The result is 0 (inactive). (2) The molecule is s1c(CC)cc(c1)C(=O)NNC(=S)NCC. The result is 0 (inactive). (3) The drug is Fc1cc(C(=O)Nc2c(cccc2)C(O)=O)ccc1. The result is 0 (inactive). (4) The compound is s1c2nc(c3c(CC(OC3)(C)C)c2c(N)c1C(O)=O)C. The result is 0 (inactive).